The task is: Predict the reaction yield, written as a fraction of the theoretical maximum amount of product (1.0 means a 100% yield; for example, 0.34 means a 34% yield).. This data is from Reaction yield outcomes from USPTO patents with 853,638 reactions. (1) The reactants are [OH:1][C:2]1[C:7]([N+:8]([O-:10])=[O:9])=[CH:6][C:5]([CH3:11])=[CH:4][N:3]=1.[C:12]([O-])([O-])=O.[K+].[K+].CI.CCOCC. The catalyst is CN(C=O)C. The product is [CH3:12][N:3]1[CH:4]=[C:5]([CH3:11])[CH:6]=[C:7]([N+:8]([O-:10])=[O:9])[C:2]1=[O:1]. The yield is 0.910. (2) The reactants are [CH:1]1([N:6]2[CH2:12][C:11]3([CH2:14][CH2:13]3)[C:10](=[O:15])[N:9]([CH3:16])[C:8]3[CH:17]=[N:18][C:19]([NH:21][C:22]4[CH:30]=[CH:29][C:25]([C:26](O)=[O:27])=[CH:24][C:23]=4[O:31][CH3:32])=[N:20][C:7]2=3)[CH2:5][CH2:4][CH2:3][CH2:2]1.CCN(C(C)C)C(C)C.CN(C(ON1N=NC2C=CC=CC1=2)=[N+](C)C)C.[B-](F)(F)(F)F.[CH2:64]([N:71]1[CH2:76][CH2:75][N:74]([CH:77]2[CH2:82][CH2:81][CH:80]([NH2:83])[CH2:79][CH2:78]2)[CH2:73][CH2:72]1)[C:65]1[CH:70]=[CH:69][CH:68]=[CH:67][CH:66]=1. The catalyst is CN(C=O)C. The product is [CH2:64]([N:71]1[CH2:72][CH2:73][N:74]([C@H:77]2[CH2:82][CH2:81][C@H:80]([NH:83][C:26](=[O:27])[C:25]3[CH:29]=[CH:30][C:22]([NH:21][C:19]4[N:18]=[CH:17][C:8]5[N:9]([CH3:16])[C:10](=[O:15])[C:11]6([CH2:14][CH2:13]6)[CH2:12][N:6]([CH:1]6[CH2:2][CH2:3][CH2:4][CH2:5]6)[C:7]=5[N:20]=4)=[C:23]([O:31][CH3:32])[CH:24]=3)[CH2:79][CH2:78]2)[CH2:75][CH2:76]1)[C:65]1[CH:66]=[CH:67][CH:68]=[CH:69][CH:70]=1. The yield is 0.130. (3) The reactants are [O:1]1[C:6]2[CH:7]=[CH:8][CH:9]=[C:10]([CH2:11][OH:12])[C:5]=2[O:4][CH2:3][CH2:2]1. The catalyst is C1COCC1.[O-2].[Mn+4].[O-2].O=[Mn]=O. The product is [O:1]1[C:6]2[CH:7]=[CH:8][CH:9]=[C:10]([CH:11]=[O:12])[C:5]=2[O:4][CH2:3][CH2:2]1. The yield is 0.880. (4) The reactants are C(O)(=O)C.[C:5]([O:9][C:10](=[O:19])[NH:11][CH:12]1[CH2:17][CH2:16][C:15](=O)[CH2:14][CH2:13]1)([CH3:8])([CH3:7])[CH3:6].C(O[BH-](OC(=O)C)OC(=O)C)(=O)C.[Na+].[N:34]1[C:43]2[C@@H:42]([NH2:44])[CH2:41][CH2:40][CH2:39][C:38]=2[CH:37]=[CH:36][CH:35]=1. The catalyst is O1CCCC1.C(Cl)Cl. The product is [C:5]([O:9][C:10](=[O:19])[NH:11][C@H:12]1[CH2:17][CH2:16][C@H:15]([NH:44][C@@H:42]2[C:43]3[N:34]=[CH:35][CH:36]=[CH:37][C:38]=3[CH2:39][CH2:40][CH2:41]2)[CH2:14][CH2:13]1)([CH3:8])([CH3:7])[CH3:6]. The yield is 0.300. (5) The reactants are Br[C:2]1[C:3](=[O:13])[C:4]2[C:9]([C:10](=[O:12])[CH:11]=1)=[CH:8][CH:7]=[CH:6][CH:5]=2.[CH2:14]([NH2:17])[CH2:15][CH3:16]. The catalyst is CCO. The product is [CH2:14]([NH:17][C:2]1[C:3](=[O:13])[C:4]2[C:9]([C:10](=[O:12])[CH:11]=1)=[CH:8][CH:7]=[CH:6][CH:5]=2)[CH2:15][CH3:16]. The yield is 0.690. (6) The product is [Cl:23][C:15]1[CH:16]=[CH:17][CH:18]=[C:19]([N+:20]([O-:22])=[O:21])[C:14]=1[N:11]1[CH2:12][CH2:13][NH:8][CH2:9][CH2:10]1. The reactants are C(OC([N:8]1[CH2:13][CH2:12][N:11]([C:14]2[C:19]([N+:20]([O-:22])=[O:21])=[CH:18][CH:17]=[CH:16][C:15]=2[Cl:23])[CH2:10][CH2:9]1)=O)(C)(C)C.C(Cl)Cl. The yield is 0.950. The catalyst is FC(F)(F)C(O)=O.